From a dataset of Catalyst prediction with 721,799 reactions and 888 catalyst types from USPTO. Predict which catalyst facilitates the given reaction. (1) Reactant: [CH3:1][O:2][C:3]1[C:8]2[O:9][C:10]3[CH:15]=[CH:14][CH:13]=[CH:12][C:11]=3[C:7]=2[C:6]([C:16]2([C:23]#[N:24])[CH2:21][CH2:20][C:19](=[O:22])[CH2:18][CH2:17]2)=[CH:5][CH:4]=1.CO[CH:27](OC)[N:28]([CH3:30])[CH3:29]. Product: [CH3:27][N:28](/[CH:30]=[C:20]1\[CH2:21][C:16]([C:6]2[C:7]3[C:11]4[CH:12]=[CH:13][CH:14]=[CH:15][C:10]=4[O:9][C:8]=3[C:3]([O:2][CH3:1])=[CH:4][CH:5]=2)([C:23]#[N:24])[CH2:17][CH2:18][C:19]\1=[O:22])[CH3:29]. The catalyst class is: 48. (2) Reactant: C([O:3][C:4](=[O:38])[C:5]([O:8][C:9]1[CH:14]=[CH:13][CH:12]=[C:11]([C:15](=[O:37])[NH:16][CH:17]2[CH2:22][CH2:21][N:20]([CH2:23][C:24]3[CH:29]=[C:28]([O:30][CH2:31][CH3:32])[C:27]([F:33])=[C:26]([O:34][CH2:35][CH3:36])[CH:25]=3)[CH2:19][CH2:18]2)[CH:10]=1)([CH3:7])[CH3:6])C.[Li+].[OH-].O.Cl. Product: [CH2:31]([O:30][C:28]1[CH:29]=[C:24]([CH:25]=[C:26]([O:34][CH2:35][CH3:36])[C:27]=1[F:33])[CH2:23][N:20]1[CH2:19][CH2:18][CH:17]([NH:16][C:15]([C:11]2[CH:10]=[C:9]([CH:14]=[CH:13][CH:12]=2)[O:8][C:5]([CH3:6])([CH3:7])[C:4]([OH:38])=[O:3])=[O:37])[CH2:22][CH2:21]1)[CH3:32]. The catalyst class is: 36. (3) Reactant: C[O-].[Na+].[CH:4](OCC)=[O:5].[CH3:9][O:10][C:11]1[CH:12]=[C:13]2[C:17](=[CH:18][CH:19]=1)[C:16](=[O:20])[CH2:15][CH2:14]2.Cl. Product: [OH:5][CH:4]=[C:15]1[CH2:14][C:13]2[C:17](=[CH:18][CH:19]=[C:11]([O:10][CH3:9])[CH:12]=2)[C:16]1=[O:20]. The catalyst class is: 1. (4) Reactant: [CH3:1][NH:2][CH3:3].CS(O[CH2:9][CH2:10][CH2:11][CH:12]([NH:20]C(OC(C)(C)C)=O)[C:13]1[CH:18]=[CH:17][C:16]([Cl:19])=[CH:15][CH:14]=1)(=O)=O. Product: [Cl:19][C:16]1[CH:15]=[CH:14][C:13]([CH:12]([NH2:20])[CH2:11][CH2:10][CH2:9][N:2]([CH3:3])[CH3:1])=[CH:18][CH:17]=1. The catalyst class is: 1. (5) Reactant: [C:1]([CH:4]([CH2:9][C:10]([O:12][CH3:13])=[O:11])[C:5]([O:7]C)=O)(=O)[CH3:2].[NH2:14][C:15]1[CH:19]=[C:18]([C:20]2[CH:25]=[CH:24][CH:23]=[CH:22][CH:21]=2)[NH:17][N:16]=1. Product: [OH:7][C:5]1[N:16]2[N:17]=[C:18]([C:20]3[CH:25]=[CH:24][CH:23]=[CH:22][CH:21]=3)[CH:19]=[C:15]2[N:14]=[C:1]([CH3:2])[C:4]=1[CH2:9][C:10]([O:12][CH3:13])=[O:11]. The catalyst class is: 11. (6) Reactant: [CH3:1][C:2]1[CH:9]=[CH:8][CH:7]=[C:4]([CH:5]=[O:6])[C:3]=1[OH:10].[CH:11](I)([CH3:13])[CH3:12].C([O-])([O-])=O.[K+].[K+]. Product: [CH3:1][C:2]1[C:3]([O:10][CH:11]([CH3:13])[CH3:12])=[C:4]([CH:7]=[CH:8][CH:9]=1)[CH:5]=[O:6]. The catalyst class is: 18.